Dataset: Full USPTO retrosynthesis dataset with 1.9M reactions from patents (1976-2016). Task: Predict the reactants needed to synthesize the given product. (1) Given the product [Cl:23][CH2:12][C:9]1[S:10][CH:11]=[C:7]([C:1]2[CH:6]=[CH:5][CH:4]=[CH:3][CH:2]=2)[CH:8]=1, predict the reactants needed to synthesize it. The reactants are: [C:1]1([C:7]2[CH:8]=[C:9]([CH2:12]O)[S:10][CH:11]=2)[CH:6]=[CH:5][CH:4]=[CH:3][CH:2]=1.C1(C)C=CC=CC=1.S(Cl)([Cl:23])=O. (2) Given the product [Cl:33][C:18]1[CH:17]=[N:16][CH:15]=[C:14]([Cl:13])[C:19]=1/[CH:20]=[C:21](\[O:22][C:8](=[O:9])[C:7]1[CH:6]=[CH:5][C:4]([N+:1]([O-:3])=[O:2])=[CH:12][CH:11]=1)/[C:23]1[CH:28]=[CH:27][C:26]([O:29][CH3:30])=[C:25]([O:31][CH3:32])[CH:24]=1, predict the reactants needed to synthesize it. The reactants are: [N+:1]([C:4]1[CH:12]=[CH:11][C:7]([C:8](Cl)=[O:9])=[CH:6][CH:5]=1)([O-:3])=[O:2].[Cl:13][C:14]1[CH:15]=[N:16][CH:17]=[C:18]([Cl:33])[C:19]=1[CH2:20][C:21]([C:23]1[CH:28]=[CH:27][C:26]([O:29][CH3:30])=[C:25]([O:31][CH3:32])[CH:24]=1)=[O:22].